This data is from Forward reaction prediction with 1.9M reactions from USPTO patents (1976-2016). The task is: Predict the product of the given reaction. (1) Given the reactants CO[C:3](=O)[CH2:4][CH2:5][NH:6][CH2:7][CH3:8].[CH2:10]1[C:18]2[C:13](=[CH:14][CH:15]=[CH:16][CH:17]=2)[CH2:12][C:11]1=[O:19], predict the reaction product. The product is: [CH2:7]([N:6]1[C:11](=[O:19])[CH2:10][CH2:18][C:17]2[C:16]3[CH:15]=[CH:14][CH:13]=[CH:12][C:3]=3[CH2:4][C:5]1=2)[CH3:8]. (2) Given the reactants [CH3:1][O:2][C:3](=[O:21])[C@@H:4]([NH:13][C:14]([O:16][C:17]([CH3:20])([CH3:19])[CH3:18])=[O:15])[CH2:5][C:6]1[CH:11]=[CH:10][C:9]([NH2:12])=[CH:8][CH:7]=1.Cl[C:23]1[C:32]2[C:27](=[CH:28][N:29]=[CH:30][CH:31]=2)[CH:26]=[CH:25][N:24]=1.CCN(C(C)C)C(C)C, predict the reaction product. The product is: [CH3:1][O:2][C:3](=[O:21])[C@@H:4]([NH:13][C:14]([O:16][C:17]([CH3:18])([CH3:20])[CH3:19])=[O:15])[CH2:5][C:6]1[CH:11]=[CH:10][C:9]([NH:12][C:23]2[C:32]3[C:27](=[CH:28][N:29]=[CH:30][CH:31]=3)[CH:26]=[CH:25][N:24]=2)=[CH:8][CH:7]=1. (3) Given the reactants C(OC([N:6]1[CH:15]=[C:14]([CH:16]=[O:17])[C:13]2[C:8](=[CH:9][C:10]([O:26][CH3:27])=[C:11]([O:18][CH2:19][CH2:20][CH2:21][O:22][C:23](=[O:25])[CH3:24])[CH:12]=2)[CH:7]1[CH2:28][C:29]1[CH:34]=[CH:33][CH:32]=[C:31]([O:35][CH3:36])[CH:30]=1)=O)C.[OH-].[K+], predict the reaction product. The product is: [C:23]([O:22][CH2:21][CH2:20][CH2:19][O:18][C:11]1[CH:12]=[C:13]2[C:8](=[CH:9][C:10]=1[O:26][CH3:27])[CH:7]([CH2:28][C:29]1[CH:34]=[CH:33][CH:32]=[C:31]([O:35][CH3:36])[CH:30]=1)[NH:6][CH:15]=[C:14]2[CH:16]=[O:17])(=[O:25])[CH3:24]. (4) Given the reactants [C:1]([C:9]1[CH:17]=[CH:16][CH:15]=[CH:14][C:10]=1[C:11]([OH:13])=[O:12])(=O)[C:2]1[CH:7]=[CH:6][CH:5]=[CH:4][CH:3]=1.[C-]#[N:19].[K+].[C:21]([OH:24])(=O)C, predict the reaction product. The product is: [O:13]=[C:11]1[C:10]2[CH:14]=[CH:15][CH:16]=[CH:17][C:9]=2[C:1]([C:2]2[CH:3]=[CH:4][CH:5]=[CH:6][CH:7]=2)([C:21]([NH2:19])=[O:24])[O:12]1. (5) Given the reactants [NH2:1][C:2]1[CH:6]=[CH:5][NH:4][C:3]=1[C:7]([O:9][CH2:10][CH3:11])=[O:8].[Cl:12][C:13]1[C:29]([CH3:30])=[CH:28][C:16]2[NH:17][C:18]([S:20][C:21]3[O:25][C:24]([CH:26]=O)=[CH:23][CH:22]=3)=[N:19][C:15]=2[CH:14]=1.[C:31]1(=O)[CH2:36][CH2:35][CH2:34][C:33](=[O:37])[CH2:32]1, predict the reaction product. The product is: [CH2:10]([O:9][C:7]([C:3]1[NH:4][CH:5]=[C:6]2[CH:26]([C:24]3[O:25][C:21]([S:20][C:18]4[NH:17][C:16]5[CH:28]=[C:29]([CH3:30])[C:13]([Cl:12])=[CH:14][C:15]=5[N:19]=4)=[CH:22][CH:23]=3)[C:32]3[C:33](=[O:37])[CH2:34][CH2:35][CH2:36][C:31]=3[NH:1][C:2]=12)=[O:8])[CH3:11].